From a dataset of Full USPTO retrosynthesis dataset with 1.9M reactions from patents (1976-2016). Predict the reactants needed to synthesize the given product. (1) Given the product [NH2:25][CH2:24][CH2:23][C:19]1[CH:18]=[C:17]([NH:16][C:13]2[N:14]=[CH:15][C:10]3[CH2:9][C:8](=[O:26])[NH:7][C:6]4[CH:27]=[C:2]([Cl:1])[CH:3]=[CH:4][C:5]=4[C:11]=3[N:12]=2)[CH:22]=[CH:21][CH:20]=1, predict the reactants needed to synthesize it. The reactants are: [Cl:1][C:2]1[CH:3]=[CH:4][C:5]2[C:11]3[N:12]=[C:13]([NH:16][C:17]4[CH:18]=[C:19]([CH2:23][C:24]#[N:25])[CH:20]=[CH:21][CH:22]=4)[N:14]=[CH:15][C:10]=3[CH2:9][C:8](=[O:26])[NH:7][C:6]=2[CH:27]=1. (2) Given the product [C:1]([C:3]1[CH:11]=[CH:10][C:6]([C:7]([OH:9])=[O:8])=[CH:5][CH:4]=1)(=[O:13])[NH2:2], predict the reactants needed to synthesize it. The reactants are: [C:1]([C:3]1[CH:11]=[CH:10][C:6]([C:7]([OH:9])=[O:8])=[CH:5][CH:4]=1)#[N:2].S(=O)(=O)(O)[OH:13]. (3) The reactants are: [CH3:1][CH:2]([C:4]1[CH:5]=[C:6]([NH2:11])[C:7]([NH2:10])=[CH:8][CH:9]=1)[CH3:3].C(OC([NH:19][C@H:20]([C:25](O)=O)[C@@H:21]([CH3:24])[O:22][CH3:23])=O)(C)(C)C. Given the product [CH3:23][O:22][C@H:21]([CH3:24])[C@@H:20]([C:25]1[NH:10][C:7]2[CH:8]=[CH:9][C:4]([CH:2]([CH3:1])[CH3:3])=[CH:5][C:6]=2[N:11]=1)[NH2:19], predict the reactants needed to synthesize it.